From a dataset of Full USPTO retrosynthesis dataset with 1.9M reactions from patents (1976-2016). Predict the reactants needed to synthesize the given product. (1) Given the product [CH3:34][S:31]([C:28]([C:20]1[CH:21]=[C:22]2[C:27](=[C:18]([C:14]3[CH:13]=[C:12]([C:8]4[CH:9]=[CH:10][CH:11]=[C:6]([CH2:5][CH2:4][C:3]([OH:35])=[O:2])[CH:7]=4)[CH:17]=[CH:16][CH:15]=3)[CH:19]=1)[N:26]=[CH:25][CH:24]=[CH:23]2)([CH3:30])[CH3:29])(=[O:33])=[O:32], predict the reactants needed to synthesize it. The reactants are: C[O:2][C:3](=[O:35])[CH2:4][CH2:5][C:6]1[CH:7]=[C:8]([C:12]2[CH:17]=[CH:16][CH:15]=[C:14]([C:18]3[CH:19]=[C:20]([C:28]([S:31]([CH3:34])(=[O:33])=[O:32])([CH3:30])[CH3:29])[CH:21]=[C:22]4[C:27]=3[N:26]=[CH:25][CH:24]=[CH:23]4)[CH:13]=2)[CH:9]=[CH:10][CH:11]=1.[Li+].[OH-].CC(O)=O. (2) Given the product [OH:16][C:15]1[C:10]2[CH2:9][CH2:8][O:7][C:6]3[CH:33]=[C:2]([N:34]4[CH2:38][CH2:37][CH2:36][CH2:35]4)[CH:3]=[CH:4][C:5]=3[C:11]=2[NH:12][C:13](=[O:21])[C:14]=1[C:17]([OH:19])=[O:18], predict the reactants needed to synthesize it. The reactants are: Cl[C:2]1[CH:3]=[CH:4][C:5]2[C:11]3[N:12](CC4C=CC(OC)=CC=4OC)[C:13](=[O:21])[C:14]([C:17]([O:19]C)=[O:18])=[C:15]([OH:16])[C:10]=3[CH2:9][CH2:8][O:7][C:6]=2[CH:33]=1.[NH:34]1[CH2:38][CH2:37][CH2:36][CH2:35]1. (3) Given the product [Br:1][C:2]1[CH:7]=[CH:6][C:5]([N:8]2[C:13]([CH2:14][C@@H:15]3[CH2:19][CH2:18][N:17]([C:20](=[O:23])[CH2:21][CH3:22])[CH2:16]3)=[N:12][NH:11][C:9]2=[O:10])=[C:4]([F:25])[CH:3]=1, predict the reactants needed to synthesize it. The reactants are: [Br:1][C:2]1[CH:7]=[CH:6][C:5]([NH:8][C:9]([NH:11][NH:12][C:13](=O)[CH2:14][C@@H:15]2[CH2:19][CH2:18][N:17]([C:20](=[O:23])[CH2:21][CH3:22])[CH2:16]2)=[O:10])=[C:4]([F:25])[CH:3]=1.C(=O)([O-])[O-].[K+].[K+].O. (4) The reactants are: C[C:2]1[CH:3]=[C:4]([CH:36]=[CH:37][C:38]=1[CH3:39])[C:5]([N:7]1[C:16]2[C:11](=[CH:12][CH:13]=[CH:14][CH:15]=2)[CH:10]([N:17]2[C:26]3[C:21](=[CH:22][C:23]([O:27][CH2:28][CH2:29][CH2:30][CH2:31][C:32](O)=[O:33])=[CH:24][CH:25]=3)[CH2:20][CH2:19][CH2:18]2)[CH2:9][CH:8]1[CH3:35])=[O:6].O[N:41]1[C:45]2C=CC=[CH:49][C:44]=2N=N1.Cl.[CH2:51](N=C=NCCCN(C)C)C.C(N)CC.C(=O)(O)[O-].[Na+]. Given the product [CH3:35][CH:8]1[CH2:9][CH:10]([N:17]2[C:26]3[C:21](=[CH:22][C:23]([O:27][CH2:28][CH2:29][CH2:30][CH2:31][C:32]([NH:41][CH2:45][CH2:44][CH3:49])=[O:33])=[CH:24][CH:25]=3)[CH2:20][CH2:19][CH2:18]2)[C:11]2[C:16](=[CH:15][CH:14]=[CH:13][CH:12]=2)[N:7]1[C:5](=[O:6])[C:4]1[CH:36]=[CH:37][C:38]([CH3:39])=[C:2]([CH3:51])[CH:3]=1, predict the reactants needed to synthesize it. (5) Given the product [OH:1][CH:2]([CH:22]=[CH2:23])[CH:3]([NH:9][C:10]([C:12]1[C:13]([C:18]([F:19])([F:20])[F:21])=[N:14][N:15]([CH3:17])[CH:16]=1)=[O:11])[C:4](=[O:6])[NH:25][CH3:24], predict the reactants needed to synthesize it. The reactants are: [OH:1][CH:2]([CH:22]=[CH2:23])[CH:3]([NH:9][C:10]([C:12]1[C:13]([C:18]([F:21])([F:20])[F:19])=[N:14][N:15]([CH3:17])[CH:16]=1)=[O:11])[C:4]([O:6]CC)=O.[CH3:24][NH2:25].